Dataset: CYP1A2 inhibition data for predicting drug metabolism from PubChem BioAssay. Task: Regression/Classification. Given a drug SMILES string, predict its absorption, distribution, metabolism, or excretion properties. Task type varies by dataset: regression for continuous measurements (e.g., permeability, clearance, half-life) or binary classification for categorical outcomes (e.g., BBB penetration, CYP inhibition). Dataset: cyp1a2_veith. The molecule is COC(=O)N1CCC2(CCN(Cc3nccs3)CC2)CC1. The result is 0 (non-inhibitor).